Dataset: Full USPTO retrosynthesis dataset with 1.9M reactions from patents (1976-2016). Task: Predict the reactants needed to synthesize the given product. (1) Given the product [Cl:1][C:2]1[N:10]=[C:9]2[C:5]([N:6]=[CH:7][N:8]2[C@@H:11]2[CH2:15][C@H:14]([NH:16][C:17](=[O:18])[CH:19]([CH3:22])[CH3:20])[C@@H:13]([OH:23])[C@H:12]2[OH:24])=[C:4]([NH:25][CH2:26][CH:27]([C:28]2[CH:29]=[CH:30][CH:31]=[CH:32][CH:33]=2)[C:34]2[CH:35]=[CH:36][CH:37]=[CH:38][CH:39]=2)[N:3]=1, predict the reactants needed to synthesize it. The reactants are: [Cl:1][C:2]1[N:10]=[C:9]2[C:5]([N:6]=[CH:7][N:8]2[C@@H:11]2[CH2:15][C@H:14]([NH:16][C:17]([CH:19]3[CH2:22]C[CH2:20]3)=[O:18])[C@@H:13]([OH:23])[C@H:12]2[OH:24])=[C:4]([NH:25][CH2:26][CH:27]([C:34]2[CH:39]=[CH:38][CH:37]=[CH:36][CH:35]=2)[C:28]2[CH:33]=[CH:32][CH:31]=[CH:30][CH:29]=2)[N:3]=1.Cl.N[C@H]1C[C@@H](N2C=NC3C2=NC(Cl)=NC=3NCC(C2C=CC=CC=2)C2C=CC=CC=2)[C@H](O)[C@@H]1O.ClC1N=C2C(N=CN2)=C(NCC(C2C=CC=CC=2)C2C=CC=CC=2)N=1.C(Cl)(=O)C(C)C. (2) Given the product [C:14]([O:13][C:11]([N:7]1[CH2:8][CH2:9][C:10]2[N:2]([CH3:1])[C:3]([C:18]([OH:20])=[O:19])=[CH:4][C:5]=2[CH2:6]1)=[O:12])([CH3:17])([CH3:16])[CH3:15], predict the reactants needed to synthesize it. The reactants are: [CH3:1][N:2]1[C:10]2[CH2:9][CH2:8][N:7]([C:11]([O:13][C:14]([CH3:17])([CH3:16])[CH3:15])=[O:12])[CH2:6][C:5]=2[CH:4]=[C:3]1[C:18]([O:20]CC)=[O:19].[OH-].[Na+].